Dataset: Reaction yield outcomes from USPTO patents with 853,638 reactions. Task: Predict the reaction yield, written as a fraction of the theoretical maximum amount of product (1.0 means a 100% yield; for example, 0.34 means a 34% yield). (1) The reactants are [N:1]1[CH:6]=[CH:5][CH:4]=[C:3]([CH:7]=[N:8][N:9]2[CH2:18][C:17]3[C:12](=[CH:13][CH:14]=[C:15]([C:19]([F:28])([C:24]([F:27])([F:26])[F:25])[C:20]([F:23])([F:22])[F:21])[CH:16]=3)[NH:11][C:10]2=[O:29])[CH:2]=1.[H-].[Na+].[C:32](OC(=O)C)(=[O:34])[CH3:33]. The catalyst is CC(N(C)C)=O. The product is [C:32]([N:11]1[C:12]2[C:17](=[CH:16][C:15]([C:19]([F:28])([C:24]([F:25])([F:26])[F:27])[C:20]([F:22])([F:21])[F:23])=[CH:14][CH:13]=2)[CH2:18][N:9]([N:8]=[CH:7][C:3]2[CH:2]=[N:1][CH:6]=[CH:5][CH:4]=2)[C:10]1=[O:29])(=[O:34])[CH3:33]. The yield is 0.925. (2) The reactants are BrCC1CC1(F)F.[F:8][C:9]([F:19])([F:18])[C:10]1[CH:17]=[CH:16][C:13]([CH2:14]Br)=[CH:12][CH:11]=1.[CH3:20][C:21]1[N:22]=[C:23]([N:31]2[CH2:35][CH2:34][NH:33][C:32]2=[O:36])[S:24][C:25]=1[C:26]([O:28][CH2:29][CH3:30])=[O:27]. No catalyst specified. The product is [CH3:20][C:21]1[N:22]=[C:23]([N:31]2[CH2:35][CH2:34][N:33]([CH2:14][C:13]3[CH:16]=[CH:17][C:10]([C:9]([F:19])([F:18])[F:8])=[CH:11][CH:12]=3)[C:32]2=[O:36])[S:24][C:25]=1[C:26]([O:28][CH2:29][CH3:30])=[O:27]. The yield is 0.920. (3) The reactants are Br[C:2]1[CH:3]=[C:4]([N:22]([CH:24]2[CH2:29][CH2:28][CH2:27][CH2:26][CH2:25]2)[CH3:23])[C:5]([CH3:21])=[C:6]([CH:20]=1)[C:7]([NH:9][CH2:10][C:11]1[C:12](=[O:19])[NH:13][C:14]([CH3:18])=[CH:15][C:16]=1[CH3:17])=[O:8].[O:30]1[CH2:35][CH2:34][N:33]([CH2:36][C:37]2[CH:42]=[CH:41][C:40](B(O)O)=[CH:39][CH:38]=2)[CH2:32][CH2:31]1.C([O-])([O-])=O.[Na+].[Na+]. The catalyst is O1CCOCC1.O.O.C1C=CC([P]([Pd]([P](C2C=CC=CC=2)(C2C=CC=CC=2)C2C=CC=CC=2)([P](C2C=CC=CC=2)(C2C=CC=CC=2)C2C=CC=CC=2)[P](C2C=CC=CC=2)(C2C=CC=CC=2)C2C=CC=CC=2)(C2C=CC=CC=2)C2C=CC=CC=2)=CC=1. The product is [CH:24]1([N:22]([CH3:23])[C:4]2[C:5]([CH3:21])=[C:6]([C:7]([NH:9][CH2:10][C:11]3[C:12](=[O:19])[NH:13][C:14]([CH3:18])=[CH:15][C:16]=3[CH3:17])=[O:8])[CH:20]=[C:2]([C:40]3[CH:39]=[CH:38][C:37]([CH2:36][N:33]4[CH2:34][CH2:35][O:30][CH2:31][CH2:32]4)=[CH:42][CH:41]=3)[CH:3]=2)[CH2:29][CH2:28][CH2:27][CH2:26][CH2:25]1. The yield is 0.290. (4) The reactants are I[C:2]1[N:3]=[C:4]2[C:10]3[CH:11]=[CH:12][C:13]([C:15]([O:17]C)=[O:16])=[CH:14][C:9]=3[O:8][CH2:7][CH2:6][N:5]2[CH:19]=1.[CH:20]([N:23]1[C:27](B2OC(C)(C)C(C)(C)O2)=[CH:26][CH:25]=[N:24]1)([CH3:22])[CH3:21].C(=O)([O-])[O-].[K+].[K+].C(#N)C. The catalyst is CCOC(C)=O.Cl[Pd](Cl)([P](C1C=CC=CC=1)(C1C=CC=CC=1)C1C=CC=CC=1)[P](C1C=CC=CC=1)(C1C=CC=CC=1)C1C=CC=CC=1. The product is [CH:20]([N:23]1[C:27]([C:2]2[N:3]=[C:4]3[C:10]4[CH:11]=[CH:12][C:13]([C:15]([OH:17])=[O:16])=[CH:14][C:9]=4[O:8][CH2:7][CH2:6][N:5]3[CH:19]=2)=[CH:26][CH:25]=[N:24]1)([CH3:22])[CH3:21]. The yield is 0.500. (5) The reactants are [S:1]1[CH:5]=[CH:4][C:3]2[C:6](=O)[C:7]3[S:8][CH:9]=[CH:10][C:11]=3[C:12](=O)[C:2]1=2.[CH2:15]([CH:17]([CH2:21][CH2:22][CH2:23][CH3:24])[CH2:18][Mg]Br)[CH3:16].Cl[Sn]Cl. The catalyst is C1COCC1.Cl. The product is [CH2:15]([CH:17]([CH2:21][CH2:22][CH2:23][CH3:24])[CH2:18][C:6]1[C:7]2[S:8][CH:9]=[CH:10][C:11]=2[C:12]([CH2:6][CH:3]([CH2:4][CH3:5])[CH2:2][CH2:12][CH2:11][CH3:7])=[C:2]2[S:1][CH:5]=[CH:4][C:3]=12)[CH3:16]. The yield is 0.130. (6) The reactants are F[C:2]1[CH:7]=[CH:6][C:5]([N+:8]([O-:10])=[O:9])=[C:4]([CH3:11])[N:3]=1.[NH:12]1[CH2:17][CH2:16][O:15][CH2:14][CH2:13]1.C(=O)([O-])[O-].[K+].[K+]. The catalyst is CS(C)=O. The product is [CH3:11][C:4]1[N:3]=[C:2]([N:12]2[CH2:17][CH2:16][O:15][CH2:14][CH2:13]2)[CH:7]=[CH:6][C:5]=1[N+:8]([O-:10])=[O:9]. The yield is 0.990.